This data is from Full USPTO retrosynthesis dataset with 1.9M reactions from patents (1976-2016). The task is: Predict the reactants needed to synthesize the given product. (1) The reactants are: [N-:1]=[N+:2]=[N-:3].[Na+].[C:5]([O:9][C:10]([NH:12][C@@:13]1([C:41]([O:43][C:44]([CH3:47])([CH3:46])[CH3:45])=[O:42])[C@H:18]([O:19][CH2:20][C:21]2[CH:26]=[CH:25][C:24]([Cl:27])=[C:23]([Cl:28])[CH:22]=2)[C@H:17](OS(C)(=O)=O)[C@@H:16]2[C@H:14]1[C@H:15]2[C:34]([O:36][C:37]([CH3:40])([CH3:39])[CH3:38])=[O:35])=[O:11])([CH3:8])([CH3:7])[CH3:6].C1OCCOCCOCCOCCOC1.CN(C)C=O. Given the product [N:1]([C@H:17]1[C@@H:16]2[C@@H:14]([C@H:15]2[C:34]([O:36][C:37]([CH3:38])([CH3:39])[CH3:40])=[O:35])[C@:13]([NH:12][C:10]([O:9][C:5]([CH3:6])([CH3:7])[CH3:8])=[O:11])([C:41]([O:43][C:44]([CH3:47])([CH3:46])[CH3:45])=[O:42])[C@@H:18]1[O:19][CH2:20][C:21]1[CH:26]=[CH:25][C:24]([Cl:27])=[C:23]([Cl:28])[CH:22]=1)=[N+:2]=[N-:3], predict the reactants needed to synthesize it. (2) Given the product [C:21]([Si:25]([CH3:27])([CH3:26])[O:19][CH:15]1[CH2:16][CH2:17][CH2:18][CH:11]([OH:20])[CH2:12][CH2:13][CH2:14]1)([CH3:24])([CH3:23])[CH3:22], predict the reactants needed to synthesize it. The reactants are: C[Si]([N-][Si](C)(C)C)(C)C.[Na+].[CH:11]1([OH:20])[CH2:18][CH2:17][CH2:16][CH:15]([OH:19])[CH2:14][CH2:13][CH2:12]1.[C:21]([Si:25](Cl)([CH3:27])[CH3:26])([CH3:24])([CH3:23])[CH3:22].[NH4+].[Cl-]. (3) The reactants are: I[C:2]1[C:10]2[CH:9]=[N:8][CH:7]=[N:6][C:5]=2[N:4]([Si:11]([CH:18]([CH3:20])[CH3:19])([CH:15]([CH3:17])[CH3:16])[CH:12]([CH3:14])[CH3:13])[CH:3]=1.C([Mg]Cl)(C)C.[C:26]([O:30][C:31](=[O:51])[N:32]([C:42]1[CH:47]=[CH:46][C:45]([CH:48]=[O:49])=[C:44]([F:50])[N:43]=1)[CH2:33][C:34]1[CH:39]=[CH:38][C:37]([O:40][CH3:41])=[CH:36][CH:35]=1)([CH3:29])([CH3:28])[CH3:27]. Given the product [C:26]([O:30][C:31](=[O:51])[N:32]([C:42]1[CH:47]=[CH:46][C:45]([CH:48]([OH:49])[C:2]2[C:10]3[CH:9]=[N:8][CH:7]=[N:6][C:5]=3[N:4]([Si:11]([CH:18]([CH3:20])[CH3:19])([CH:15]([CH3:17])[CH3:16])[CH:12]([CH3:14])[CH3:13])[CH:3]=2)=[C:44]([F:50])[N:43]=1)[CH2:33][C:34]1[CH:35]=[CH:36][C:37]([O:40][CH3:41])=[CH:38][CH:39]=1)([CH3:29])([CH3:27])[CH3:28], predict the reactants needed to synthesize it. (4) Given the product [Si:24]([O:41][CH2:42][CH:43]1[CH2:48][CH2:47][CH2:46][N:45]([C:12]2[CH:13]=[CH:14][C:9]([N:8]([CH2:17][C:18]3[CH:23]=[CH:22][CH:21]=[CH:20][CH:19]=3)[CH2:1][C:2]3[CH:7]=[CH:6][CH:5]=[CH:4][CH:3]=3)=[C:10]([F:16])[CH:11]=2)[C:44]1=[O:49])([C:37]([CH3:40])([CH3:38])[CH3:39])([C:31]1[CH:36]=[CH:35][CH:34]=[CH:33][CH:32]=1)[C:25]1[CH:26]=[CH:27][CH:28]=[CH:29][CH:30]=1, predict the reactants needed to synthesize it. The reactants are: [CH2:1]([N:8]([CH2:17][C:18]1[CH:23]=[CH:22][CH:21]=[CH:20][CH:19]=1)[C:9]1[CH:14]=[CH:13][C:12](I)=[CH:11][C:10]=1[F:16])[C:2]1[CH:7]=[CH:6][CH:5]=[CH:4][CH:3]=1.[Si:24]([O:41][CH2:42][CH:43]1[CH2:48][CH2:47][CH2:46][NH:45][C:44]1=[O:49])([C:37]([CH3:40])([CH3:39])[CH3:38])([C:31]1[CH:36]=[CH:35][CH:34]=[CH:33][CH:32]=1)[C:25]1[CH:30]=[CH:29][CH:28]=[CH:27][CH:26]=1. (5) Given the product [OH:39][CH2:38][C:37]([NH:36][CH2:7][CH2:8][CH2:9][CH2:10][C:11]1[CH:12]=[CH:13][C:14]([CH2:15][C:16]2[CH:17]=[C:18]([C@H:23]3[C@H:28]([OH:29])[C@@H:27]([OH:30])[C@H:26]([OH:31])[C@@H:25]([S:32][CH3:33])[O:24]3)[CH:19]=[CH:20][C:21]=2[CH3:22])=[CH:34][CH:35]=1)([CH2:42][OH:43])[CH2:40][OH:41], predict the reactants needed to synthesize it. The reactants are: OCC(N[CH2:7][CH2:8][CH2:9][CH2:10][C:11]1[CH:35]=[CH:34][C:14]([CH2:15][C:16]2[CH:17]=[C:18]([C@H:23]3[C@H:28]([OH:29])[C@@H:27]([OH:30])[C@H:26]([OH:31])[C@@H:25]([S:32][CH3:33])[O:24]3)[CH:19]=[CH:20][C:21]=2[CH3:22])=[CH:13][CH:12]=1)(C)C.[NH2:36][C:37]([CH2:42][OH:43])([CH2:40][OH:41])[CH2:38][OH:39]. (6) Given the product [CH3:5][O:6][C:7](=[O:35])[C@H:8]([CH2:20][C:21]1[CH:26]=[CH:25][C:24]([C:27]2[CH:32]=[CH:31][CH:30]=[CH:29][C:28]=2[OH:33])=[CH:23][CH:22]=1)[NH:9][C:10](=[O:19])[C:11]1[C:12]([Cl:18])=[CH:13][CH:14]=[CH:15][C:16]=1[Cl:17], predict the reactants needed to synthesize it. The reactants are: B(Br)(Br)Br.[CH3:5][O:6][C:7](=[O:35])[C@H:8]([CH2:20][C:21]1[CH:26]=[CH:25][C:24]([C:27]2[CH:32]=[CH:31][CH:30]=[CH:29][C:28]=2[O:33]C)=[CH:23][CH:22]=1)[NH:9][C:10](=[O:19])[C:11]1[C:16]([Cl:17])=[CH:15][CH:14]=[CH:13][C:12]=1[Cl:18]. (7) Given the product [Cl:1][C:2]1[CH:8]=[CH:7][C:5]([NH:6][C:30]([C:29]2[CH:33]=[CH:34][C:26]([C:24]([NH:23][C:20]3[CH:21]=[N:22][C:17]([O:16][CH3:15])=[CH:18][CH:19]=3)=[O:25])=[N:27][CH:28]=2)=[O:31])=[CH:4][C:3]=1[C:9]1[CH:14]=[CH:13][CH:12]=[CH:11][N:10]=1, predict the reactants needed to synthesize it. The reactants are: [Cl:1][C:2]1[CH:8]=[CH:7][C:5]([NH2:6])=[CH:4][C:3]=1[C:9]1[CH:14]=[CH:13][CH:12]=[CH:11][N:10]=1.[CH3:15][O:16][C:17]1[N:22]=[CH:21][C:20]([NH:23][C:24]([C:26]2[CH:34]=[CH:33][C:29]([C:30](O)=[O:31])=[CH:28][N:27]=2)=[O:25])=[CH:19][CH:18]=1. (8) Given the product [C:7]([O:9][CH2:10][CH3:11])(=[O:8])[CH3:3].[CH3:13][CH2:18][CH2:17][CH:16]([CH3:15])[CH3:2].[Cl:12][C:13]1[CH:18]=[CH:17][C:16]([NH:19][C:20]([NH:1][C:2]2[S:6][CH:5]=[N:4][C:3]=2[C:7]([O:9][CH2:10][CH3:11])=[O:8])=[S:21])=[CH:15][CH:14]=1, predict the reactants needed to synthesize it. The reactants are: [NH2:1][C:2]1[S:6][CH:5]=[N:4][C:3]=1[C:7]([O:9][CH2:10][CH3:11])=[O:8].[Cl:12][C:13]1[CH:18]=[CH:17][C:16]([N:19]=[C:20]=[S:21])=[CH:15][CH:14]=1.